Dataset: Reaction yield outcomes from USPTO patents with 853,638 reactions. Task: Predict the reaction yield, written as a fraction of the theoretical maximum amount of product (1.0 means a 100% yield; for example, 0.34 means a 34% yield). The reactants are [C:1]([O:5][C:6]([CH:8]1[CH2:12][CH:11]([OH:13])[CH2:10][CH:9]1[C:14](=[O:26])[NH:15][C:16]1([C:21]([O:23][CH2:24][CH3:25])=[O:22])[CH2:18][CH:17]1[CH:19]=[CH2:20])=[O:7])([CH3:4])([CH3:3])[CH3:2].O[C:28]1[C:37]2[C:32](=[C:33]([CH3:40])[C:34]([O:38][CH3:39])=[CH:35][CH:36]=2)[N:31]=[C:30]([C:41]2[CH:46]=[CH:45][CH:44]=[C:43]([CH3:47])[N:42]=2)[CH:29]=1.C1(P(C2C=CC=CC=2)C2C=CC=CC=2)C=CC=CC=1.CC(OC(/N=N/C(OC(C)C)=O)=O)C. The catalyst is C1COCC1. The product is [C:1]([O:5][C:6]([CH:8]1[CH2:12][CH:11]([O:13][C:28]2[C:37]3[C:32](=[C:33]([CH3:40])[C:34]([O:38][CH3:39])=[CH:35][CH:36]=3)[N:31]=[C:30]([C:41]3[CH:46]=[CH:45][CH:44]=[C:43]([CH3:47])[N:42]=3)[CH:29]=2)[CH2:10][CH:9]1[C:14](=[O:26])[NH:15][C:16]1([C:21]([O:23][CH2:24][CH3:25])=[O:22])[CH2:18][CH:17]1[CH:19]=[CH2:20])=[O:7])([CH3:4])([CH3:2])[CH3:3]. The yield is 0.880.